This data is from Catalyst prediction with 721,799 reactions and 888 catalyst types from USPTO. The task is: Predict which catalyst facilitates the given reaction. (1) Reactant: [CH3:1][C:2]([C:7]1[S:11][C:10]([NH:12][C:13](=[O:30])[CH:14]([NH:18][C:19](=[O:29])[CH2:20][C:21]2[CH:26]=[C:25]([F:27])[CH:24]=[C:23]([F:28])[CH:22]=2)[CH2:15][CH2:16][CH3:17])=[N:9][N:8]=1)([CH3:6])[CH2:3][CH:4]=[CH2:5].ClC1C=CC=C(C(OO)=[O:39])C=1. Product: [CH3:1][C:2]([C:7]1[S:11][C:10]([NH:12][C:13](=[O:30])[CH:14]([NH:18][C:19](=[O:29])[CH2:20][C:21]2[CH:26]=[C:25]([F:27])[CH:24]=[C:23]([F:28])[CH:22]=2)[CH2:15][CH2:16][CH3:17])=[N:9][N:8]=1)([CH3:6])[CH2:3][CH:4]1[CH2:5][O:39]1. The catalyst class is: 2. (2) Reactant: [CH3:1][O:2][CH2:3][CH2:4][CH2:5][CH2:6][C:7]1([CH2:21][NH:22][C:23]([C@H:25]2[CH2:30][C@@H:29]([NH:31][S:32]([C:35]3[CH:40]=[CH:39][C:38]([CH:41]=[O:42])=[CH:37][CH:36]=3)(=[O:34])=[O:33])[CH2:28][NH:27][CH2:26]2)=[O:24])[C:20]2[CH:19]=[CH:18][CH:17]=[CH:16][C:15]=2[O:14][C:13]2[C:8]1=[CH:9][CH:10]=[CH:11][CH:12]=2.[CH3:43][C:44]([O:47][C:48](O[C:48]([O:47][C:44]([CH3:46])([CH3:45])[CH3:43])=[O:49])=[O:49])([CH3:46])[CH3:45].CCN(CC)CC.O. Product: [C:44]([O:47][C:48]([N:27]1[CH2:26][C@@H:25]([C:23](=[O:24])[NH:22][CH2:21][C:7]2([CH2:6][CH2:5][CH2:4][CH2:3][O:2][CH3:1])[C:20]3[CH:19]=[CH:18][CH:17]=[CH:16][C:15]=3[O:14][C:13]3[C:8]2=[CH:9][CH:10]=[CH:11][CH:12]=3)[CH2:30][C@@H:29]([NH:31][S:32]([C:35]2[CH:40]=[CH:39][C:38]([CH:41]=[O:42])=[CH:37][CH:36]=2)(=[O:34])=[O:33])[CH2:28]1)=[O:49])([CH3:46])([CH3:45])[CH3:43]. The catalyst class is: 1. (3) Reactant: [Cl:1][C:2]1[CH:3]=[CH:4][C:5]([O:22][CH2:23][C:24]2[CH:29]=[CH:28][CH:27]=[CH:26][CH:25]=2)=[C:6]([C:8]2[CH:12]=[CH:11][S:10][C:9]=2[C:13]2[CH:21]=[CH:20][C:16](C(O)=O)=[CH:15][CH:14]=2)[CH:7]=1.CCN=C=NCCCN(C)C.[NH2:41][CH2:42][C:43]1[CH:44]=[N:45][CH:46]=[CH:47][CH:48]=1.[C:49](=O)(O)[O-:50].[Na+]. Product: [Cl:1][C:2]1[CH:3]=[CH:4][C:5]([O:22][CH2:23][C:24]2[CH:25]=[CH:26][CH:27]=[CH:28][CH:29]=2)=[C:6]([C:8]2[CH:12]=[CH:11][S:10][C:9]=2[C:13]2[CH:21]=[CH:20][C:16]([N:41]([CH2:42][C:43]3[CH:44]=[N:45][CH:46]=[CH:47][CH:48]=3)[CH:49]=[O:50])=[CH:15][CH:14]=2)[CH:7]=1. The catalyst class is: 4. (4) Reactant: Cl.[C:2]([C:6]1[CH:10]=[C:9]([NH2:11])[N:8]([C:12]2[CH:17]=[CH:16][CH:15]=[C:14]([N+:18]([O-:20])=[O:19])[CH:13]=2)[N:7]=1)([CH3:5])([CH3:4])[CH3:3].N1C=CC=CC=1.[C:27](Cl)([O:29][CH2:30][C:31]([Cl:34])([Cl:33])[Cl:32])=[O:28]. Product: [C:2]([C:6]1[CH:10]=[C:9]([NH:11][C:27](=[O:28])[O:29][CH2:30][C:31]([Cl:34])([Cl:33])[Cl:32])[N:8]([C:12]2[CH:17]=[CH:16][CH:15]=[C:14]([N+:18]([O-:20])=[O:19])[CH:13]=2)[N:7]=1)([CH3:5])([CH3:3])[CH3:4]. The catalyst class is: 2. (5) Reactant: [NH:1]([C:3]1[CH:8]=[C:7]([C:9]2[CH:14]=[CH:13][CH:12]=[CH:11][CH:10]=2)[N:6]=[C:5]([CH3:15])[N:4]=1)[NH2:2].[C:16]1([CH3:26])[CH:21]=[CH:20][C:19]([C:22](=O)[CH2:23][CH3:24])=[CH:18][CH:17]=1. Product: [CH3:15][C:5]1[N:4]=[C:3]([NH:1][N:2]=[C:22]([C:19]2[CH:20]=[CH:21][C:16]([CH3:26])=[CH:17][CH:18]=2)[CH2:23][CH3:24])[CH:8]=[C:7]([C:9]2[CH:14]=[CH:13][CH:12]=[CH:11][CH:10]=2)[N:6]=1. The catalyst class is: 8.